From a dataset of Experimentally validated miRNA-target interactions with 360,000+ pairs, plus equal number of negative samples. Binary Classification. Given a miRNA mature sequence and a target amino acid sequence, predict their likelihood of interaction. The miRNA is hsa-miR-6773-3p with sequence ACUGUCACUUCUCUGCCCAUAG. The protein sequence of the target gene is MAVANSSPVNPVVFFDVSIGGQEVGRMKIELFADVVPKTAENFRQFCTGEFRKDGVPIGYKGSTFHRVIKDFMIQGGDFVNGDGTGVASIYRGPFADENFKLRHSAPGLLSMANSGPSTNGCQFFITCSKCDWLDGKHVVFGKIIDGLLVMRKIEFQAPLGKRVQAWTHSLTCPALTGILALILMPTE. Result: 0 (no interaction).